Dataset: Peptide-MHC class I binding affinity with 185,985 pairs from IEDB/IMGT. Task: Regression. Given a peptide amino acid sequence and an MHC pseudo amino acid sequence, predict their binding affinity value. This is MHC class I binding data. (1) The peptide sequence is ALYEENALK. The MHC is HLA-B51:01 with pseudo-sequence HLA-B51:01. The binding affinity (normalized) is 0.0847. (2) The peptide sequence is ARAELSSRL. The MHC is HLA-B27:05 with pseudo-sequence HLA-B27:05. The binding affinity (normalized) is 0.736. (3) The peptide sequence is QHINVELSL. The MHC is Mamu-A07 with pseudo-sequence Mamu-A07. The binding affinity (normalized) is 0.502. (4) The peptide sequence is SAEVERLMEL. The MHC is HLA-A02:01 with pseudo-sequence HLA-A02:01. The binding affinity (normalized) is 0.170. (5) The peptide sequence is KRWGFRSGV. The MHC is HLA-A03:01 with pseudo-sequence HLA-A03:01. The binding affinity (normalized) is 0.0847. (6) The peptide sequence is LLSEADVRA. The MHC is HLA-A01:01 with pseudo-sequence HLA-A01:01. The binding affinity (normalized) is 0. (7) The peptide sequence is MLMAASRAL. The MHC is HLA-B39:01 with pseudo-sequence HLA-B39:01. The binding affinity (normalized) is 0.936. (8) The peptide sequence is LLLPIAPEL. The MHC is BoLA-T2C with pseudo-sequence BoLA-T2C. The binding affinity (normalized) is 0.898. (9) The peptide sequence is IDGNQTNI. The MHC is Mamu-A11 with pseudo-sequence Mamu-A11. The binding affinity (normalized) is 0.0439. (10) The peptide sequence is PLIDIIRKR. The MHC is HLA-A68:01 with pseudo-sequence HLA-A68:01. The binding affinity (normalized) is 0.364.